Dataset: Full USPTO retrosynthesis dataset with 1.9M reactions from patents (1976-2016). Task: Predict the reactants needed to synthesize the given product. Given the product [CH2:7]([O:9][C:10]1[N:14]([C:15]2[C:16]([CH3:25])=[C:17]([CH2:18][OH:19])[CH:22]=[CH:23][CH:24]=2)[C:13]2[CH:26]=[C:27]([F:30])[CH:28]=[CH:29][C:12]=2[N:11]=1)[CH3:8], predict the reactants needed to synthesize it. The reactants are: [H-].[Al+3].[Li+].[H-].[H-].[H-].[CH2:7]([O:9][C:10]1[N:14]([C:15]2[C:16]([CH3:25])=[C:17]([CH:22]=[CH:23][CH:24]=2)[C:18](OC)=[O:19])[C:13]2[CH:26]=[C:27]([F:30])[CH:28]=[CH:29][C:12]=2[N:11]=1)[CH3:8].O.O.O.O.O.O.O.O.O.O.[O-]S([O-])(=O)=O.[Na+].[Na+].